Dataset: Full USPTO retrosynthesis dataset with 1.9M reactions from patents (1976-2016). Task: Predict the reactants needed to synthesize the given product. (1) Given the product [CH3:5][CH:6]([CH3:15])[C:7]([C:9]1[CH:14]=[CH:13][CH:12]=[C:11]([N+:1]([O-:4])=[O:2])[CH:10]=1)=[O:8], predict the reactants needed to synthesize it. The reactants are: [N+:1]([O-:4])(O)=[O:2].[CH3:5][CH:6]([CH3:15])[C:7]([C:9]1[CH:14]=[CH:13][CH:12]=[CH:11][CH:10]=1)=[O:8].[N+]([O-])(O)=O.S(=O)(=O)(O)O. (2) Given the product [CH2:9]([C@H:10]([NH:14][C:15](=[O:24])[C:51]1[CH:50]=[CH:46][CH:45]=[C:44]([C:42]#[N:41])[CH:52]=1)[C@H:11]([OH:12])[CH2:13][NH:37][CH2:34][C:35]1[CH:30]=[CH:29][CH:28]=[C:27]([O:26][CH3:25])[CH:36]=1)[C:4]1[CH:3]=[CH:2][CH:7]=[CH:6][CH:5]=1, predict the reactants needed to synthesize it. The reactants are: F[C:2]1[CH:3]=[C:4]([CH2:9][C@H:10]([NH:14][C:15](=[O:24])OCC2C=CC=CC=2)[C@H:11]2[CH2:13][O:12]2)[CH:5]=[C:6](F)[CH:7]=1.[CH3:25][O:26][C:27]1[CH:36]=[C:35]2[C:30](CCC[CH:34]2[NH2:37])=[CH:29][CH:28]=1.C([N:41](CCC)[C:42]([C:44]1[CH:45]=[C:46]([CH:50]=[C:51](CC)[CH:52]=1)C(O)=O)=O)CC. (3) Given the product [NH2:2][C:38]([C@H:33]1[CH2:34][CH2:35][CH2:36][CH2:37][N:32]1[C:30]([O:29][C:25]([CH3:28])([CH3:27])[CH3:26])=[O:31])=[O:40], predict the reactants needed to synthesize it. The reactants are: C[N:2](C(ON1N=NC2C=CC=NC1=2)=[N+](C)C)C.F[P-](F)(F)(F)(F)F.[C:25]([O:29][C:30]([N:32]1[CH2:37][CH2:36][CH2:35][CH2:34][C@@H:33]1[C:38]([OH:40])=O)=[O:31])([CH3:28])([CH3:27])[CH3:26].[Cl-].[NH4+].CCN(C(C)C)C(C)C. (4) Given the product [ClH:31].[CH2:1]([O:3][C:4]1[C:12]([O:13][CH3:14])=[CH:11][CH:10]=[CH:9][C:5]=1[CH2:6][N:16]([CH3:15])[C:54](=[O:56])/[CH:53]=[CH:52]/[C:49]1[CH:50]=[N:51][C:45]2[NH:44][C:43](=[O:57])[CH2:42][N:41]([CH2:40][C:39]([N:36]3[CH2:37][CH2:38][N:33]([CH3:32])[CH2:34][CH2:35]3)=[O:58])[CH2:47][C:46]=2[CH:48]=1)[CH3:2], predict the reactants needed to synthesize it. The reactants are: [CH2:1]([O:3][C:4]1[C:12]([O:13][CH3:14])=[CH:11][CH:10]=[CH:9][C:5]=1[CH2:6]CN)[CH3:2].[CH3:15][NH:16]CC1C=CC2C(=CC=CC=2)C=1CCC.[ClH:31].[CH3:32][N:33]1[CH2:38][CH2:37][N:36]([C:39](=[O:58])[CH2:40][N:41]2[CH2:47][C:46]3[CH:48]=[C:49](/[CH:52]=[CH:53]/[C:54]([OH:56])=O)[CH:50]=[N:51][C:45]=3[NH:44][C:43](=[O:57])[CH2:42]2)[CH2:35][CH2:34]1.Cl.CN1CC2C=C(/C=C/C(O)=O)C=NC=2NC(=O)C1. (5) Given the product [CH3:26][O:25][C:18]1[CH:19]=[C:20]([O:23][CH3:24])[CH:21]=[CH:22][C:17]=1[C:15](=[O:16])[CH2:14][O:12][C:10]1[CH:9]=[CH:8][C:3]([C:4]([O:6][CH3:7])=[O:5])=[C:2]([OH:1])[CH:11]=1, predict the reactants needed to synthesize it. The reactants are: [OH:1][C:2]1[CH:11]=[C:10]([OH:12])[CH:9]=[CH:8][C:3]=1[C:4]([O:6][CH3:7])=[O:5].Br[CH2:14][C:15]([C:17]1[CH:22]=[CH:21][C:20]([O:23][CH3:24])=[CH:19][C:18]=1[O:25][CH3:26])=[O:16].C(=O)([O-])[O-].[Cs+].[Cs+].